From a dataset of Full USPTO retrosynthesis dataset with 1.9M reactions from patents (1976-2016). Predict the reactants needed to synthesize the given product. Given the product [CH2:2]([N:3]1[CH:4]=[CH:5][CH:6]=[C:7]([O:8][CH2:15][C:16]2[CH:21]=[CH:20][CH:19]=[CH:18][CH:17]=2)[C:9]1=[O:12])[C:16]1[CH:21]=[CH:20][CH:19]=[CH:18][CH:17]=1, predict the reactants needed to synthesize it. The reactants are: O[C:2]1[C:7]([OH:8])=[CH:6][CH:5]=[CH:4][N:3]=1.[C:9](=[O:12])([O-])[O-].[Cs+].[Cs+].[CH2:15](Br)[C:16]1[CH:21]=[CH:20][CH:19]=[CH:18][CH:17]=1.